From a dataset of Forward reaction prediction with 1.9M reactions from USPTO patents (1976-2016). Predict the product of the given reaction. (1) Given the reactants [CH:1]1([NH:4][C:5]2[C:6]([C:19]([OH:21])=[O:20])=[N:7][CH:8]=[C:9]([CH2:11][C:12]3[CH:17]=[CH:16][C:15]([F:18])=[CH:14][CH:13]=3)[CH:10]=2)[CH2:3][CH2:2]1.[C:22](=O)([O-])[O-].[K+].[K+].CI.O, predict the reaction product. The product is: [CH:1]1([NH:4][C:5]2[C:6]([C:19]([O:21][CH3:22])=[O:20])=[N:7][CH:8]=[C:9]([CH2:11][C:12]3[CH:17]=[CH:16][C:15]([F:18])=[CH:14][CH:13]=3)[CH:10]=2)[CH2:2][CH2:3]1. (2) Given the reactants [N:1]1([C:7]2[N:12]=[CH:11][NH:10][C:9](=[O:13])[CH:8]=2)[CH2:6][CH2:5][NH:4][CH2:3][CH2:2]1.[CH2:14]([C:17]1[CH:24]=[CH:23][CH:22]=[C:19]([CH:20]=O)[C:18]=1[OH:25])[CH:15]=[CH2:16], predict the reaction product. The product is: [CH2:14]([C:17]1[C:18]([OH:25])=[C:19]([CH:22]=[CH:23][CH:24]=1)[CH2:20][N:4]1[CH2:5][CH2:6][N:1]([C:7]2[N:12]=[CH:11][NH:10][C:9](=[O:13])[CH:8]=2)[CH2:2][CH2:3]1)[CH:15]=[CH2:16]. (3) Given the reactants [Cl:1][C:2]1[N:7]2[CH:8]=[C:9]([C:11]([O:13][CH2:14][CH3:15])=[O:12])[N:10]=[C:6]2[CH:5]=[C:4]([CH3:16])[C:3]=1[C:17]([O:19]C(C)(C)C)=[O:18], predict the reaction product. The product is: [Cl:1][C:2]1[N:7]2[CH:8]=[C:9]([C:11]([O:13][CH2:14][CH3:15])=[O:12])[N:10]=[C:6]2[CH:5]=[C:4]([CH3:16])[C:3]=1[C:17]([OH:19])=[O:18].